This data is from Full USPTO retrosynthesis dataset with 1.9M reactions from patents (1976-2016). The task is: Predict the reactants needed to synthesize the given product. (1) Given the product [Cl:23][C:22]1[C:16]2[O:15][CH2:14][C@H:13]([CH2:12][NH:28][CH2:29][CH2:30][OH:31])[O:18][C:17]=2[CH:19]=[C:20]([S:24]([CH3:27])(=[O:25])=[O:26])[CH:21]=1, predict the reactants needed to synthesize it. The reactants are: CC1C=CC(S(O[CH2:12][C@@H:13]2[O:18][C:17]3[CH:19]=[C:20]([S:24]([CH3:27])(=[O:26])=[O:25])[CH:21]=[C:22]([Cl:23])[C:16]=3[O:15][CH2:14]2)(=O)=O)=CC=1.[NH2:28][CH2:29][CH2:30][OH:31]. (2) Given the product [Br:1][C:2]1[N:7]=[C:6]2[N:8]([S:14]([C:17]3[CH:22]=[CH:21][CH:20]=[C:19]([F:23])[CH:18]=3)(=[O:15])=[O:16])[CH:9]=[C:10]([CH2:11][N:12]([CH3:13])[C:39](=[O:40])[O:41][C:42]([CH3:43])([CH3:44])[CH3:45])[C:5]2=[CH:4][CH:3]=1, predict the reactants needed to synthesize it. The reactants are: [Br:1][C:2]1[N:7]=[C:6]2[N:8]([S:14]([C:17]3[CH:22]=[CH:21][CH:20]=[C:19]([F:23])[CH:18]=3)(=[O:16])=[O:15])[CH:9]=[C:10]([CH2:11][NH:12][CH3:13])[C:5]2=[CH:4][CH:3]=1.C(N(CC)CC)C.[C:39](O[C:39]([O:41][C:42]([CH3:45])([CH3:44])[CH3:43])=[O:40])([O:41][C:42]([CH3:45])([CH3:44])[CH3:43])=[O:40].O. (3) Given the product [Br:17][C:9]1[NH:8][CH:7]=[C:6]2[C:2](=[O:1])[N:3]([C:10]([O:12][C:13]([CH3:16])([CH3:15])[CH3:14])=[O:11])[CH2:4][C:5]=12, predict the reactants needed to synthesize it. The reactants are: [O:1]=[C:2]1[C:6]2=[CH:7][NH:8][CH:9]=[C:5]2[CH2:4][N:3]1[C:10]([O:12][C:13]([CH3:16])([CH3:15])[CH3:14])=[O:11].[Br:17]N1C(=O)CCC1=O.O. (4) Given the product [Cl:1][C:2]1[CH:3]=[N:4][C:5]2[N:6]([N:8]=[C:9]([C:11]([N:19]3[CH2:20][CH2:21][C:22]4[S:23][C:15]([F:14])=[CH:16][C:17]=4[CH:18]3[CH3:24])=[O:13])[CH:10]=2)[CH:7]=1, predict the reactants needed to synthesize it. The reactants are: [Cl:1][C:2]1[CH:3]=[N:4][C:5]2[N:6]([N:8]=[C:9]([C:11]([OH:13])=O)[CH:10]=2)[CH:7]=1.[F:14][C:15]1[S:23][C:22]2[CH2:21][CH2:20][NH:19][CH:18]([CH3:24])[C:17]=2[CH:16]=1. (5) Given the product [ClH:15].[Cl:15][C:16]1[CH:17]=[C:18]([CH:21]=[C:22]([Cl:24])[CH:23]=1)[CH2:19][NH:20][C:6]1[CH:7]=[C:8]([N:36]2[CH2:31][CH2:29][NH:28][CH2:25][CH2:27]2)[CH:9]=[CH:10][C:5]=1[C:3](=[O:4])[C:2]([F:14])([F:13])[F:1], predict the reactants needed to synthesize it. The reactants are: [F:1][C:2]([F:14])([F:13])[C:3]([C:5]1[CH:10]=[CH:9][C:8](F)=[CH:7][C:6]=1F)=[O:4].[Cl:15][C:16]1[CH:17]=[C:18]([CH:21]=[C:22]([Cl:24])[CH:23]=1)[CH2:19][NH2:20].[CH:25]([N:28](CC)[CH:29]([CH3:31])C)([CH3:27])C.C(#[N:36])C. (6) Given the product [F:36][C:33]1[CH:34]=[CH:35][C:30]([C@H:28]([OH:29])[CH2:27][N:19]2[C:11]3=[N:10][C:9]([N:3]4[CH2:4][CH:5]5[O:8][CH:1]([CH2:7][CH2:6]5)[CH2:2]4)=[CH:14][C:13](=[O:15])[N:12]3[CH2:16][CH2:17][C@H:18]2[C:20]([F:22])([F:21])[F:23])=[C:31]([O:37][CH3:38])[CH:32]=1, predict the reactants needed to synthesize it. The reactants are: [CH:1]12[O:8][CH:5]([CH2:6][CH2:7]1)[CH2:4][N:3]([C:9]1[N:10]=[C:11]3[NH:19][C@H:18]([C:20]([F:23])([F:22])[F:21])[CH2:17][CH2:16][N:12]3[C:13](=[O:15])[CH:14]=1)[CH2:2]2.[H-].[Na+].Cl[CH2:27][C@H:28]([C:30]1[CH:35]=[CH:34][C:33]([F:36])=[CH:32][C:31]=1[O:37][CH3:38])[OH:29]. (7) Given the product [ClH:1].[NH:9]1[CH2:14][CH2:13][CH2:12][CH2:11][C@H:10]1[CH2:15][OH:16], predict the reactants needed to synthesize it. The reactants are: [ClH:1].C(OC([N:9]1[CH2:14][CH2:13][CH2:12][CH2:11][C@H:10]1[CH2:15][OH:16])=O)(C)(C)C.